Dataset: Catalyst prediction with 721,799 reactions and 888 catalyst types from USPTO. Task: Predict which catalyst facilitates the given reaction. (1) Reactant: [OH:1][C@@H:2]([C@H:4]1[C:34](=[O:35])[N:6]2[C:7]([C:21]([O:23][CH2:24][C:25]3[CH:30]=[CH:29][C:28]([N+:31]([O-:33])=[O:32])=[CH:27][CH:26]=3)=[O:22])=[C:8]([C:10]3[S:14][C:13]4=[C:15]([S:19][CH3:20])[N:16]=[C:17]([CH3:18])[N:12]4[CH:11]=3)[CH2:9][C@H:5]12)[CH3:3].[F:36][C:37]([F:44])([F:43])[S:38]([O:41]C)(=[O:40])=[O:39]. Product: [F:36][C:37]([F:44])([F:43])[S:38]([O-:41])(=[O:40])=[O:39].[CH3:18][C:17]1[N:16]([CH3:37])[C:15]([S:19][CH3:20])=[C:13]2[N+:12]=1[CH:11]=[C:10]([C:8]1[CH2:9][C@@H:5]3[C@@H:4]([C@H:2]([OH:1])[CH3:3])[C:34](=[O:35])[N:6]3[C:7]=1[C:21]([O:23][CH2:24][C:25]1[CH:26]=[CH:27][C:28]([N+:31]([O-:33])=[O:32])=[CH:29][CH:30]=1)=[O:22])[S:14]2. The catalyst class is: 4. (2) Reactant: Br/[C:2](/[C:11]1[CH:16]=[CH:15][C:14]([C:17]([F:20])([F:19])[F:18])=[CH:13][CH:12]=1)=[CH:3]\[CH:4]=[CH:5]\[C:6]([O:8][CH2:9][CH3:10])=[O:7].[B:21]1([B:21]2[O:25][C:24]([CH3:27])([CH3:26])[C:23]([CH3:29])([CH3:28])[O:22]2)[O:25][C:24]([CH3:27])([CH3:26])[C:23]([CH3:29])([CH3:28])[O:22]1.C([O-])(=O)C.[K+].O. Product: [CH3:28][C:23]1([CH3:29])[C:24]([CH3:27])([CH3:26])[O:25][B:21](/[C:2](/[C:11]2[CH:16]=[CH:15][C:14]([C:17]([F:20])([F:19])[F:18])=[CH:13][CH:12]=2)=[CH:3]/[CH:4]=[CH:5]/[C:6]([O:8][CH2:9][CH3:10])=[O:7])[O:22]1. The catalyst class is: 75.